This data is from Forward reaction prediction with 1.9M reactions from USPTO patents (1976-2016). The task is: Predict the product of the given reaction. Given the reactants [C:1]([O:5][C:6]([CH3:9])([CH3:8])[CH3:7])(=[O:4])[NH:2][NH2:3].Br[C:11]1[CH:12]=[CH:13][C:14]([C:17]([N:19]([CH3:21])[CH3:20])=[O:18])=[N:15][CH:16]=1.CC(C)([O-])C.[Na+].C1(P(C2C=CC=CC=2)C2C3OC4C(=CC=CC=4P(C4C=CC=CC=4)C4C=CC=CC=4)C(C)(C)C=3C=CC=2)C=CC=CC=1, predict the reaction product. The product is: [CH3:20][N:19]([CH3:21])[C:17]([C:14]1[N:15]=[CH:16][C:11]([NH:3][NH:2][C:1](=[O:4])[O:5][C:6]([CH3:9])([CH3:8])[CH3:7])=[CH:12][CH:13]=1)=[O:18].